From a dataset of TCR-epitope binding with 47,182 pairs between 192 epitopes and 23,139 TCRs. Binary Classification. Given a T-cell receptor sequence (or CDR3 region) and an epitope sequence, predict whether binding occurs between them. (1) The epitope is KRWIIMGLNK. The TCR CDR3 sequence is CASSLEGYTYEQYF. Result: 0 (the TCR does not bind to the epitope). (2) The epitope is VTEHDTLLY. The TCR CDR3 sequence is CASSQVGTGSINEQFF. Result: 1 (the TCR binds to the epitope). (3) The TCR CDR3 sequence is CASSSTITGMGDSGNTIYF. The epitope is TPQDLNTML. Result: 1 (the TCR binds to the epitope). (4) The epitope is FVDGVPFVV. The TCR CDR3 sequence is CASSPVGSLALYEQYF. Result: 1 (the TCR binds to the epitope). (5) The epitope is FLPRVFSAV. The TCR CDR3 sequence is CASSYFGEGTGELFF. Result: 1 (the TCR binds to the epitope). (6) Result: 1 (the TCR binds to the epitope). The TCR CDR3 sequence is CASSRLGAGMIQETQYF. The epitope is GLIYNRMGAVTTEV.